From a dataset of Reaction yield outcomes from USPTO patents with 853,638 reactions. Predict the reaction yield, written as a fraction of the theoretical maximum amount of product (1.0 means a 100% yield; for example, 0.34 means a 34% yield). (1) The reactants are [OH:1]/[N:2]=[C:3](\Cl)/[C:4]1[CH:15]=[CH:14][C:7]2[B:8]([OH:13])[O:9][C:10]([CH3:12])([CH3:11])[C:6]=2[CH:5]=1.[Cl:17][C:18]1[CH:23]=[C:22]([C:24]([C:26]([F:29])([F:28])[F:27])=[CH2:25])[CH:21]=[C:20]([Cl:30])[C:19]=1[O:31][C:32]([F:35])([F:34])[F:33]. The catalyst is CN(C=O)C. The product is [Cl:17][C:18]1[CH:23]=[C:22]([C:24]2([C:26]([F:29])([F:27])[F:28])[O:1][N:2]=[C:3]([C:4]3[CH:15]=[CH:14][C:7]4[B:8]([OH:13])[O:9][C:10]([CH3:12])([CH3:11])[C:6]=4[CH:5]=3)[CH2:25]2)[CH:21]=[C:20]([Cl:30])[C:19]=1[O:31][C:32]([F:33])([F:35])[F:34]. The yield is 0.370. (2) The reactants are [CH3:1][N:2]1[C:6]([Sn](CCCC)(CCCC)CCCC)=[CH:5][N:4]=[CH:3]1.[C:20]([N:23]1[C:32]2[C:27](=[CH:28][C:29](Br)=[CH:30][CH:31]=2)[C@H:26]([NH:34][C:35](=[O:40])[O:36][CH:37]([CH3:39])[CH3:38])[CH2:25][C@@H:24]1[CH3:41])(=[O:22])[CH3:21]. The catalyst is C1C=CC([P]([Pd]([P](C2C=CC=CC=2)(C2C=CC=CC=2)C2C=CC=CC=2)([P](C2C=CC=CC=2)(C2C=CC=CC=2)C2C=CC=CC=2)[P](C2C=CC=CC=2)(C2C=CC=CC=2)C2C=CC=CC=2)(C2C=CC=CC=2)C2C=CC=CC=2)=CC=1.CCOC(C)=O.CCCCCC. The product is [C:20]([N:23]1[C:32]2[C:27](=[CH:28][C:29]([C:6]3[N:2]([CH3:1])[CH:3]=[N:4][CH:5]=3)=[CH:30][CH:31]=2)[C@H:26]([NH:34][C:35](=[O:40])[O:36][CH:37]([CH3:38])[CH3:39])[CH2:25][C@@H:24]1[CH3:41])(=[O:22])[CH3:21]. The yield is 0.130.